Dataset: Catalyst prediction with 721,799 reactions and 888 catalyst types from USPTO. Task: Predict which catalyst facilitates the given reaction. (1) Reactant: [N+:1]([C:4]1[N:5]=[C:6]([S:9][C:10]2[CH:15]=[CH:14][CH:13]=[CH:12][C:11]=2[N+:16]([O-:18])=[O:17])[NH:7][CH:8]=1)([O-:3])=[O:2].[K].[C:20](=O)([O-])[O-].[F-].[Cs+].[C:26]([O:29][CH2:30][CH3:31])(=O)C. Product: [CH3:20][C@@:30]1([CH2:31][N:7]2[CH:8]=[C:4]([N+:1]([O-:3])=[O:2])[N:5]=[C:6]2[S:9][C:10]2[CH:15]=[CH:14][CH:13]=[CH:12][C:11]=2[N+:16]([O-:18])=[O:17])[CH2:26][O:29]1. The catalyst class is: 145. (2) Reactant: [C:1]([C:3]1[CH:4]=[C:5]([C:13]2[S:17][C:16]([C:18]3[C:19]([CH3:36])=[C:20]4[C:25](=[CH:26][CH:27]=3)[CH2:24][N:23]([CH2:28][CH2:29][CH2:30][C:31]([O:33]CC)=[O:32])[CH2:22][CH2:21]4)=[N:15][N:14]=2)[CH:6]=[CH:7][C:8]=1[O:9][CH:10]([CH3:12])[CH3:11])#[N:2].[OH-].[Na+:38]. Product: [Na+:38].[C:1]([C:3]1[CH:4]=[C:5]([C:13]2[S:17][C:16]([C:18]3[C:19]([CH3:36])=[C:20]4[C:25](=[CH:26][CH:27]=3)[CH2:24][N:23]([CH2:28][CH2:29][CH2:30][C:31]([O-:33])=[O:32])[CH2:22][CH2:21]4)=[N:15][N:14]=2)[CH:6]=[CH:7][C:8]=1[O:9][CH:10]([CH3:12])[CH3:11])#[N:2]. The catalyst class is: 8.